The task is: Predict which catalyst facilitates the given reaction.. This data is from Catalyst prediction with 721,799 reactions and 888 catalyst types from USPTO. (1) Reactant: [NH:1]1[C:9]2[C:4](=[CH:5][C:6]([NH:10][C:11](=[O:18])OCC(Cl)(Cl)Cl)=[CH:7][CH:8]=2)[CH:3]=[CH:2]1.[C:19]1([C:25]2[N:29]=[C:28]([N:30]3[CH2:35][CH2:34][NH:33][CH2:32][CH2:31]3)[S:27][N:26]=2)[CH:24]=[CH:23][CH:22]=[CH:21][CH:20]=1.C(N(C(C)C)CC)(C)C.O. Product: [NH:1]1[C:9]2[C:4](=[CH:5][C:6]([NH:10][C:11]([N:33]3[CH2:34][CH2:35][N:30]([C:28]4[S:27][N:26]=[C:25]([C:19]5[CH:24]=[CH:23][CH:22]=[CH:21][CH:20]=5)[N:29]=4)[CH2:31][CH2:32]3)=[O:18])=[CH:7][CH:8]=2)[CH:3]=[CH:2]1. The catalyst class is: 16. (2) Reactant: [OH:1][C:2]1[CH:9]=[C:8]([CH3:10])[CH:7]=[CH:6][C:3]=1[C:4]#[N:5].O.[OH-].[Li+].S(OC)(O[CH3:18])(=O)=O. Product: [CH3:18][O:1][C:2]1[CH:9]=[C:8]([CH3:10])[CH:7]=[CH:6][C:3]=1[C:4]#[N:5]. The catalyst class is: 165. (3) Reactant: C(N(CC)CC)C.[NH2:8][C:9]1[N:14]=[C:13](Cl)[C:12]([C:16](=O)[CH2:17][CH:18]2[CH2:22][O:21][C:20]([CH3:24])([CH3:23])[O:19]2)=[C:11]([Cl:26])[N:10]=1.Cl.[CH3:28][O:29][C:30]1[C:35]([CH3:36])=[CH:34][N:33]=[C:32]([CH2:37][NH:38][NH2:39])[C:31]=1[CH3:40]. Product: [Cl:26][C:11]1[N:10]=[C:9]([NH2:8])[N:14]=[C:13]2[N:38]([CH2:37][C:32]3[C:31]([CH3:40])=[C:30]([O:29][CH3:28])[C:35]([CH3:36])=[CH:34][N:33]=3)[N:39]=[C:16]([CH2:17][CH:18]3[CH2:22][O:21][C:20]([CH3:24])([CH3:23])[O:19]3)[C:12]=12. The catalyst class is: 4. (4) Reactant: [Cl:1][C:2]1[C:3]([F:18])=[C:4]([C:9]2[CH:13]=[C:12]([C:14]([O:16]C)=[O:15])[O:11][N:10]=2)[C:5]([F:8])=[CH:6][CH:7]=1.[OH-].[Li+]. Product: [Cl:1][C:2]1[C:3]([F:18])=[C:4]([C:9]2[CH:13]=[C:12]([C:14]([OH:16])=[O:15])[O:11][N:10]=2)[C:5]([F:8])=[CH:6][CH:7]=1. The catalyst class is: 5. (5) Reactant: C([O:5][C:6](=[O:37])[C:7]([CH3:36])([S:9][C:10]1[CH:35]=[CH:34][C:13]([C:14]([O:16][CH2:17][C:18]2[N:19]=[N:20][N:21]([CH2:23][C:24]3[CH:29]=[CH:28][C:27]([C:30]([F:33])([F:32])[F:31])=[CH:26][CH:25]=3)[CH:22]=2)=[O:15])=[CH:12][CH:11]=1)[CH3:8])(C)(C)C.Cl. Product: [CH3:36][C:7]([S:9][C:10]1[CH:35]=[CH:34][C:13]([C:14]([O:16][CH2:17][C:18]2[N:19]=[N:20][N:21]([CH2:23][C:24]3[CH:25]=[CH:26][C:27]([C:30]([F:33])([F:32])[F:31])=[CH:28][CH:29]=3)[CH:22]=2)=[O:15])=[CH:12][CH:11]=1)([CH3:8])[C:6]([OH:37])=[O:5]. The catalyst class is: 12. (6) Reactant: [F:1][C:2]1[C:3]([OH:34])=[CH:4][CH:5]=[C:6]2[C:10]=1[C:9](=[O:11])[N:8]([CH2:12][C@H:13]1[CH2:18][CH2:17][C@H:16]([CH2:19][O:20][C:21]3[CH:22]=[C:23]([O:27][CH2:28][C@@H:29]([C:31]([OH:33])=[O:32])[NH2:30])[CH:24]=[CH:25][CH:26]=3)[CH2:15][CH2:14]1)[CH2:7]2.[OH-].[Na+].[C:37](OC(=O)C)(=[O:39])[CH3:38]. Product: [F:1][C:2]1[C:3]([OH:34])=[CH:4][CH:5]=[C:6]2[C:10]=1[C:9](=[O:11])[N:8]([CH2:12][C@H:13]1[CH2:14][CH2:15][C@H:16]([CH2:19][O:20][C:21]3[CH:22]=[C:23]([O:27][CH2:28][C@@H:29]([C:31]([OH:33])=[O:32])[NH:30][C:37](=[O:39])[CH3:38])[CH:24]=[CH:25][CH:26]=3)[CH2:17][CH2:18]1)[CH2:7]2. The catalyst class is: 23. (7) Reactant: C(Cl)(=O)C(Cl)=O.CS(C)=O.[CH2:11]([O:18][C@H:19]1[C@H:24]([O:25][CH2:26][C:27]2[CH:32]=[CH:31][CH:30]=[CH:29][CH:28]=2)[C@@H:23]([O:33][CH2:34][C:35]2[CH:40]=[CH:39][CH:38]=[CH:37][CH:36]=2)[C:22]([C:43]2[CH:48]=[CH:47][C:46]([CH2:49][CH3:50])=[C:45]([CH2:51][C:52]3[CH:61]=[CH:60][C:55]4[O:56][CH2:57][CH2:58][O:59][C:54]=4[CH:53]=3)[CH:44]=2)([O:41][CH3:42])[O:21][C@@H:20]1[CH2:62][OH:63])[C:12]1[CH:17]=[CH:16][CH:15]=[CH:14][CH:13]=1.C(N(CC)CC)C.Cl. Product: [CH2:11]([O:18][C@H:19]1[C@H:24]([O:25][CH2:26][C:27]2[CH:32]=[CH:31][CH:30]=[CH:29][CH:28]=2)[C@@H:23]([O:33][CH2:34][C:35]2[CH:36]=[CH:37][CH:38]=[CH:39][CH:40]=2)[C:22]([C:43]2[CH:48]=[CH:47][C:46]([CH2:49][CH3:50])=[C:45]([CH2:51][C:52]3[CH:61]=[CH:60][C:55]4[O:56][CH2:57][CH2:58][O:59][C:54]=4[CH:53]=3)[CH:44]=2)([O:41][CH3:42])[O:21][C@@H:20]1[CH:62]=[O:63])[C:12]1[CH:13]=[CH:14][CH:15]=[CH:16][CH:17]=1. The catalyst class is: 2.